Dataset: Forward reaction prediction with 1.9M reactions from USPTO patents (1976-2016). Task: Predict the product of the given reaction. (1) Given the reactants Cl.[Cl:2][C:3]1[CH:14]=[C:13]2[C:6]([NH:7][CH:8]=[C:9]2[CH2:10][CH2:11][NH2:12])=[CH:5][CH:4]=1.[CH:15](=O)[CH2:16][CH:17]([CH3:19])[CH3:18], predict the reaction product. The product is: [ClH:2].[Cl:2][C:3]1[CH:14]=[C:13]2[C:6](=[CH:5][CH:4]=1)[NH:7][C:8]1[CH:15]([CH2:16][CH:17]([CH3:19])[CH3:18])[NH:12][CH2:11][CH2:10][C:9]2=1. (2) Given the reactants [Cl:1][C:2]1[N:7]=[C:6]([C:8](O)=O)[CH:5]=[CH:4][CH:3]=1.[NH2:11][C:12]1[CH:13]=[N:14][CH:15]=[CH:16][C:17]=1[NH2:18].CCN(C(C)C)C(C)C.CN(C(ON1N=NC2C=CC=CC1=2)=[N+](C)C)C.F[P-](F)(F)(F)(F)F, predict the reaction product. The product is: [Cl:1][C:2]1[CH:3]=[CH:4][CH:5]=[C:6]([C:8]2[NH:18][C:17]3[CH:16]=[CH:15][N:14]=[CH:13][C:12]=3[N:11]=2)[N:7]=1. (3) Given the reactants [Cl:1][C:2]1[CH:3]=[C:4]([CH:6]=[C:7]([Cl:15])[C:8]=1[C:9]#[C:10][C:11]([CH3:14])([CH3:13])[CH3:12])[NH2:5].C(=O)([O-])[O-].[Ca+2].[C:21](Cl)(Cl)=[S:22].Cl, predict the reaction product. The product is: [Cl:1][C:2]1[CH:3]=[C:4]([N:5]=[C:21]=[S:22])[CH:6]=[C:7]([Cl:15])[C:8]=1[C:9]#[C:10][C:11]([CH3:12])([CH3:14])[CH3:13]. (4) Given the reactants [OH-].[Na+].[Cl:3][C:4]1[CH:9]=[C:8]([CH3:10])[CH:7]=[CH:6][C:5]=1[C:11]1[N:12]=[CH:13][S:14][C:15]=1[S:16][CH2:17][C:18]([O:20]C)=[O:19].C(O)(C(F)(F)F)=O, predict the reaction product. The product is: [Cl:3][C:4]1[CH:9]=[C:8]([CH3:10])[CH:7]=[CH:6][C:5]=1[C:11]1[N:12]=[CH:13][S:14][C:15]=1[S:16][CH2:17][C:18]([OH:20])=[O:19].